From a dataset of Forward reaction prediction with 1.9M reactions from USPTO patents (1976-2016). Predict the product of the given reaction. (1) Given the reactants [C:1]([C:5]1[NH:9][C:8]([C:10]([N:12]2[CH2:18][CH2:17][C:16](=[O:19])[NH:15][CH2:14][CH2:13]2)=[O:11])=[C:7]([NH:20]C(=O)OCC2C=CC=CC=2)[CH:6]=1)([CH3:4])([CH3:3])[CH3:2], predict the reaction product. The product is: [NH2:20][C:7]1[CH:6]=[C:5]([C:1]([CH3:4])([CH3:3])[CH3:2])[NH:9][C:8]=1[C:10]([N:12]1[CH2:18][CH2:17][C:16](=[O:19])[NH:15][CH2:14][CH2:13]1)=[O:11]. (2) The product is: [F:1][C:2]1[C:3]([C:22]([NH:24][CH2:25][C:26]2([C:32]3[CH:33]=[CH:34][CH:35]=[CH:36][CH:37]=3)[CH2:27][CH2:28][N:29]([S:39]([CH3:38])(=[O:41])=[O:40])[CH2:30][CH2:31]2)=[O:23])=[N:4][CH:5]=[CH:6][C:7]=1[S:8][C:9]1[S:13][C:12]([NH:14][C:15]2[CH:20]=[C:19]([CH3:21])[CH:18]=[CH:17][N:16]=2)=[N:11][CH:10]=1. Given the reactants [F:1][C:2]1[C:3]([C:22]([NH:24][CH2:25][C:26]2([C:32]3[CH:37]=[CH:36][CH:35]=[CH:34][CH:33]=3)[CH2:31][CH2:30][NH:29][CH2:28][CH2:27]2)=[O:23])=[N:4][CH:5]=[CH:6][C:7]=1[S:8][C:9]1[S:13][C:12]([NH:14][C:15]2[CH:20]=[C:19]([CH3:21])[CH:18]=[CH:17][N:16]=2)=[N:11][CH:10]=1.[CH3:38][S:39](Cl)(=[O:41])=[O:40].C(N(C(C)C)CC)(C)C, predict the reaction product. (3) Given the reactants Br[CH2:2][CH2:3][C:4]1[C:12]2[C:7](=[CH:8][CH:9]=[CH:10][CH:11]=2)[NH:6][CH:5]=1.[NH:13]1[CH2:18][CH2:17][O:16][CH2:15][CH2:14]1, predict the reaction product. The product is: [NH:6]1[C:7]2[C:12](=[CH:11][CH:10]=[CH:9][CH:8]=2)[C:4]([CH2:3][CH2:2][N:13]2[CH2:18][CH2:17][O:16][CH2:15][CH2:14]2)=[CH:5]1. (4) Given the reactants Cl[C:2]1[CH:3]=[C:4]([C:15]([NH:17][CH2:18][C:19]2[C:20](=[O:27])[NH:21][C:22]([CH3:26])=[CH:23][C:24]=2[CH3:25])=[O:16])[C:5]2[C:10]([CH3:11])=[N:9][N:8]([CH:12]([CH3:14])[CH3:13])[C:6]=2[N:7]=1.CC1(C)C(C)(C)OB([C:36]2[CH:44]=[CH:43][C:39]3=[N:40][O:41][N:42]=[C:38]3[CH:37]=2)O1.C(=O)([O-])[O-].[Na+].[Na+], predict the reaction product. The product is: [N:40]1[O:41][N:42]=[C:38]2[CH:37]=[C:36]([C:2]3[CH:3]=[C:4]([C:15]([NH:17][CH2:18][C:19]4[C:20](=[O:27])[NH:21][C:22]([CH3:26])=[CH:23][C:24]=4[CH3:25])=[O:16])[C:5]4[C:10]([CH3:11])=[N:9][N:8]([CH:12]([CH3:14])[CH3:13])[C:6]=4[N:7]=3)[CH:44]=[CH:43][C:39]=12. (5) Given the reactants [CH3:1][N:2]1[CH2:15][CH2:14][C:5]2[NH:6][C:7]3[CH:8]=[CH:9][C:10]([CH3:13])=[CH:11][C:12]=3[C:4]=2[CH2:3]1.Br[C:17]1[N:18]=[CH:19][S:20][CH:21]=1.[O-]P([O-])([O-])=O.[K+].[K+].[K+].N1CCC[C@H]1C(O)=O, predict the reaction product. The product is: [CH3:1][N:2]1[CH2:15][CH2:14][C:5]2[N:6]([C:17]3[N:18]=[CH:19][S:20][CH:21]=3)[C:7]3[CH:8]=[CH:9][C:10]([CH3:13])=[CH:11][C:12]=3[C:4]=2[CH2:3]1.